This data is from Full USPTO retrosynthesis dataset with 1.9M reactions from patents (1976-2016). The task is: Predict the reactants needed to synthesize the given product. Given the product [CH:10]1([CH2:9][O:8][C:5]2[N:6]=[CH:7][C:2]([OH:15])=[CH:3][C:4]=2[F:13])[CH2:12][CH2:11]1, predict the reactants needed to synthesize it. The reactants are: Br[C:2]1[CH:3]=[C:4]([F:13])[C:5]([O:8][CH2:9][CH:10]2[CH2:12][CH2:11]2)=[N:6][CH:7]=1.B([O-])[O-:15].